Dataset: NCI-60 drug combinations with 297,098 pairs across 59 cell lines. Task: Regression. Given two drug SMILES strings and cell line genomic features, predict the synergy score measuring deviation from expected non-interaction effect. (1) Drug 1: CC(C1=C(C=CC(=C1Cl)F)Cl)OC2=C(N=CC(=C2)C3=CN(N=C3)C4CCNCC4)N. Drug 2: CC(C)(C#N)C1=CC(=CC(=C1)CN2C=NC=N2)C(C)(C)C#N. Cell line: TK-10. Synergy scores: CSS=1.26, Synergy_ZIP=0.200, Synergy_Bliss=1.17, Synergy_Loewe=0.821, Synergy_HSA=0.785. (2) Synergy scores: CSS=29.3, Synergy_ZIP=-0.389, Synergy_Bliss=-1.50, Synergy_Loewe=-23.6, Synergy_HSA=-1.07. Cell line: OVCAR-8. Drug 2: CC=C1C(=O)NC(C(=O)OC2CC(=O)NC(C(=O)NC(CSSCCC=C2)C(=O)N1)C(C)C)C(C)C. Drug 1: CC1=C(C=C(C=C1)NC2=NC=CC(=N2)N(C)C3=CC4=NN(C(=C4C=C3)C)C)S(=O)(=O)N.Cl. (3) Drug 1: C1CC(C1)(C(=O)O)C(=O)O.[NH2-].[NH2-].[Pt+2]. Drug 2: COC1=NC(=NC2=C1N=CN2C3C(C(C(O3)CO)O)O)N. Cell line: BT-549. Synergy scores: CSS=6.35, Synergy_ZIP=0.419, Synergy_Bliss=3.66, Synergy_Loewe=-1.41, Synergy_HSA=0.276.